The task is: Predict which catalyst facilitates the given reaction.. This data is from Catalyst prediction with 721,799 reactions and 888 catalyst types from USPTO. (1) The catalyst class is: 1. Reactant: C([Li])CCC.C(NC(C)C)(C)C.C([N-]C(C)C)(C)C.[Li+].[O:21]=[C:22]1[CH2:29][CH:28]2[CH2:30][CH:24]([CH2:25][N:26]([C:31]([O:33][CH2:34][CH3:35])=[O:32])[CH2:27]2)[CH2:23]1.[F:36][C:37]([F:57])([F:56])[S:38](N(C1C=CC(Cl)=CN=1)[S:38]([C:37]([F:57])([F:56])[F:36])(=[O:40])=[O:39])(=[O:40])=[O:39]. Product: [F:36][C:37]([F:57])([F:56])[S:38]([O:21][C:22]1[CH2:23][CH:24]2[CH2:30][CH:28]([CH2:27][N:26]([C:31]([O:33][CH2:34][CH3:35])=[O:32])[CH2:25]2)[CH:29]=1)(=[O:40])=[O:39]. (2) Reactant: [CH3:1][C:2]([C:5]([NH:7][C:8]1[CH:9]=[N:10][C:11]([O:14][C:15]2[C:20]3[C:21]4([CH2:24][O:25][C:19]=3[CH:18]=[CH:17][CH:16]=2)[CH2:23][CH2:22]4)=[CH:12][CH:13]=1)=[O:6])([CH3:4])[NH2:3].Cl[C:27](Cl)([O:29]C(=O)OC(Cl)(Cl)Cl)Cl. Product: [CH3:4][C:2]1([CH3:1])[NH:3][C:27](=[O:29])[N:7]([C:8]2[CH:9]=[N:10][C:11]([O:14][C:15]3[C:20]4[C:21]5([CH2:24][O:25][C:19]=4[CH:18]=[CH:17][CH:16]=3)[CH2:23][CH2:22]5)=[CH:12][CH:13]=2)[C:5]1=[O:6]. The catalyst class is: 4. (3) Reactant: [NH:1]1[C:9]2[C:4](=[CH:5][C:6]([C:10]#[N:11])=[CH:7][CH:8]=2)[CH:3]=[CH:2]1. Product: [NH:1]1[C:9]2[C:4](=[CH:5][C:6]([CH2:10][NH2:11])=[CH:7][CH:8]=2)[CH:3]=[CH:2]1. The catalyst class is: 181. (4) Reactant: [NH2:1][C:2]1[N:7]=[C:6]([N:8]2[CH2:22][CH2:21][C:11]3([CH2:15][NH:14][C@H:13]([C:16]([O:18]CC)=[O:17])[CH2:12]3)[CH2:10][CH2:9]2)[CH:5]=[C:4]([O:23][C@H:24]([C:29]2[CH:34]=[CH:33][C:32]([C:35]3[CH:40]=[CH:39][C:38]([CH3:41])=[C:37]([CH3:42])[CH:36]=3)=[CH:31][C:30]=2[N:43]2[CH:47]=[CH:46][C:45]([CH3:48])=[N:44]2)[C:25]([F:28])([F:27])[F:26])[N:3]=1.O.[OH-].[Li+].Cl. Product: [NH2:1][C:2]1[N:7]=[C:6]([N:8]2[CH2:22][CH2:21][C:11]3([CH2:15][NH:14][C@H:13]([C:16]([OH:18])=[O:17])[CH2:12]3)[CH2:10][CH2:9]2)[CH:5]=[C:4]([O:23][C@H:24]([C:29]2[CH:34]=[CH:33][C:32]([C:35]3[CH:40]=[CH:39][C:38]([CH3:41])=[C:37]([CH3:42])[CH:36]=3)=[CH:31][C:30]=2[N:43]2[CH:47]=[CH:46][C:45]([CH3:48])=[N:44]2)[C:25]([F:28])([F:27])[F:26])[N:3]=1. The catalyst class is: 20. (5) Reactant: [F:1][C:2]1[CH:7]=[C:6]([C:8]([F:11])([F:10])[F:9])[CH:5]=[CH:4][C:3]=1[C@:12]12[CH2:17][C@H:16]1[CH2:15][NH:14][CH2:13]2.Br[CH2:19][CH2:20][CH2:21][O:22][Si:23]([C:26]([CH3:29])([CH3:28])[CH3:27])([CH3:25])[CH3:24].C(N(CC)CC)C.N[C@H](C(O)=O)CC1C=C2C(C=CC=C2)=CC=1. Product: [CH3:28][C:26]([Si:23]([CH3:25])([CH3:24])[O:22][CH2:21][CH2:20][CH2:19][N:14]1[CH2:15][C@H:16]2[C@:12]([C:3]3[CH:4]=[CH:5][C:6]([C:8]([F:11])([F:10])[F:9])=[CH:7][C:2]=3[F:1])([CH2:17]2)[CH2:13]1)([CH3:27])[CH3:29]. The catalyst class is: 1. (6) Reactant: [OH-].[Na+].C1COCC1.[Cl:8][C:9]1[CH:10]=[C:11]([C:31]2[CH:32]=[CH:33][C:34]([C:37]([NH:39][CH2:40][CH2:41][C:42]([O:44]CC)=[O:43])=[O:38])=[N:35][CH:36]=2)[CH:12]=[C:13]([C:15](=[O:30])[NH:16][C:17]2[CH:22]=[CH:21][C:20]([C:23]3[CH:28]=[CH:27][C:26]([Cl:29])=[CH:25][CH:24]=3)=[CH:19][CH:18]=2)[CH:14]=1.Cl. Product: [Cl:8][C:9]1[CH:10]=[C:11]([C:31]2[CH:32]=[CH:33][C:34]([C:37]([NH:39][CH2:40][CH2:41][C:42]([OH:44])=[O:43])=[O:38])=[N:35][CH:36]=2)[CH:12]=[C:13]([C:15](=[O:30])[NH:16][C:17]2[CH:22]=[CH:21][C:20]([C:23]3[CH:24]=[CH:25][C:26]([Cl:29])=[CH:27][CH:28]=3)=[CH:19][CH:18]=2)[CH:14]=1. The catalyst class is: 5.